From a dataset of Catalyst prediction with 721,799 reactions and 888 catalyst types from USPTO. Predict which catalyst facilitates the given reaction. (1) Reactant: [F:1][C:2]1[CH:10]=[CH:9][CH:8]=[CH:7][C:3]=1[C:4](Cl)=[O:5].[NH2:11][C:12]1[CH:21]=[CH:20][C:15]([C:16]([O:18][CH3:19])=[O:17])=[C:14]([F:22])[CH:13]=1.C(N(CC)CC)C. Product: [F:22][C:14]1[CH:13]=[C:12]([NH:11][C:4]([C:3]2[CH:7]=[CH:8][CH:9]=[CH:10][C:2]=2[F:1])=[O:5])[CH:21]=[CH:20][C:15]=1[C:16]([O:18][CH3:19])=[O:17]. The catalyst class is: 2. (2) Reactant: [CH3:1][O:2][C:3](=[O:20])[CH2:4][CH2:5][CH2:6][CH2:7][CH:8]([O:18][CH3:19])[C:9](=[O:17])[NH:10][C:11]1[CH:16]=[CH:15][CH:14]=[CH:13][CH:12]=1. Product: [CH3:1][O:2][C:3](=[O:20])[CH2:4][CH2:5][CH2:6][CH2:7][C@H:8]([O:18][CH3:19])[C:9](=[O:17])[NH:10][C:11]1[CH:12]=[CH:13][CH:14]=[CH:15][CH:16]=1. The catalyst class is: 22.